From a dataset of Forward reaction prediction with 1.9M reactions from USPTO patents (1976-2016). Predict the product of the given reaction. (1) Given the reactants N[C:2]([CH3:6])=[CH:3][C:4]#[N:5].[C:7]([NH:11][NH2:12])([CH3:10])([CH3:9])[CH3:8].C(N(CC)CC)C, predict the reaction product. The product is: [C:7]([N:11]1[C:4]([NH2:5])=[CH:3][C:2]([CH3:6])=[N:12]1)([CH3:10])([CH3:9])[CH3:8]. (2) Given the reactants [F:1][C:2]1[CH:7]=[CH:6][C:5]([C:8]2[S:12][C:11]([CH3:13])=[N:10][C:9]=2[C:14]([OH:16])=O)=[CH:4][CH:3]=1.CCN(C(C)C)C(C)C.CN(C(ON1N=NC2C=CC=CC1=2)=[N+](C)C)C.[B-](F)(F)(F)F.[NH:48]1[CH2:53][CH2:52][CH2:51][CH2:50][C@H:49]1[CH2:54][C:55]1[N:56]=[C:57]2[CH:62]=[C:61]([C:63]([F:66])([F:65])[F:64])[CH:60]=[CH:59][N:58]2[CH:67]=1, predict the reaction product. The product is: [F:1][C:2]1[CH:3]=[CH:4][C:5]([C:8]2[S:12][C:11]([CH3:13])=[N:10][C:9]=2[C:14]([N:48]2[CH2:53][CH2:52][CH2:51][CH2:50][C@H:49]2[CH2:54][C:55]2[N:56]=[C:57]3[CH:62]=[C:61]([C:63]([F:64])([F:65])[F:66])[CH:60]=[CH:59][N:58]3[CH:67]=2)=[O:16])=[CH:6][CH:7]=1.